This data is from Reaction yield outcomes from USPTO patents with 853,638 reactions. The task is: Predict the reaction yield, written as a fraction of the theoretical maximum amount of product (1.0 means a 100% yield; for example, 0.34 means a 34% yield). The reactants are [CH3:1][O:2][C:3]1[CH:4]=[C:5]([C:8]([O:11]COC)=[CH:9][N:10]=1)[CH:6]=[O:7].Cl.C([O-])([O-])=O.[K+].[K+]. The catalyst is C1COCC1.O. The product is [OH:11][C:8]1[C:5]([CH:6]=[O:7])=[CH:4][C:3]([O:2][CH3:1])=[N:10][CH:9]=1. The yield is 0.746.